This data is from Catalyst prediction with 721,799 reactions and 888 catalyst types from USPTO. The task is: Predict which catalyst facilitates the given reaction. (1) The catalyst class is: 3. Reactant: [Br:1][C:2]1[CH:9]=[CH:8][C:7]([OH:10])=[CH:6][C:3]=1[C:4]#[N:5].C([O-])([O-])=O.[K+].[K+].[CH:17]1(Br)[CH2:19][CH2:18]1. Product: [Br:1][C:2]1[CH:9]=[CH:8][C:7]([O:10][CH:17]2[CH2:19][CH2:18]2)=[CH:6][C:3]=1[C:4]#[N:5]. (2) Reactant: [Br:1][C:2]1[CH:10]=[CH:9][CH:8]=[C:7]2[C:3]=1[CH:4]=[N:5][NH:6]2.[C:11]([O:15][CH2:16][CH3:17])(=[O:14])[CH:12]=[CH2:13].C1CCN2C(=NCCC2)CC1. Product: [Br:1][C:2]1[CH:10]=[CH:9][CH:8]=[C:7]2[C:3]=1[CH:4]=[N:5][N:6]2[CH2:13][CH2:12][C:11]([O:15][CH2:16][CH3:17])=[O:14]. The catalyst class is: 10. (3) The catalyst class is: 8. Reactant: [CH3:1][NH:2][NH2:3].C(O[CH:7]=[C:8]([C:14](=O)[CH:15]([F:17])[F:16])[C:9]([O:11]CC)=[O:10])C.[OH-].[Na+].Cl. Product: [F:16][CH:15]([F:17])[C:14]1[C:8]([C:9]([OH:11])=[O:10])=[CH:7][N:2]([CH3:1])[N:3]=1. (4) Reactant: [F:1][C:2]1[CH:3]=[C:4](/[CH:28]=[CH:29]/[C:30]([OH:32])=[O:31])[CH:5]=[CH:6][C:7]=1[O:8][C:9]1[C:18]2[C:13](=[CH:14][C:15]([O:19]C)=[CH:16][CH:17]=2)[CH:12]=[C:11]([CH3:21])[C:10]=1[C:22]1[CH:27]=[CH:26][CH:25]=[CH:24][CH:23]=1.B(Br)(Br)Br. Product: [F:1][C:2]1[CH:3]=[C:4](/[CH:28]=[CH:29]/[C:30]([OH:32])=[O:31])[CH:5]=[CH:6][C:7]=1[O:8][C:9]1[C:18]2[C:13](=[CH:14][C:15]([OH:19])=[CH:16][CH:17]=2)[CH:12]=[C:11]([CH3:21])[C:10]=1[C:22]1[CH:27]=[CH:26][CH:25]=[CH:24][CH:23]=1. The catalyst class is: 2.